This data is from Forward reaction prediction with 1.9M reactions from USPTO patents (1976-2016). The task is: Predict the product of the given reaction. (1) Given the reactants [CH3:1][CH2:2][CH2:3][S:4][C:5]1[N:6]=[C:7]([NH:25][C@H:26]2[C@H:28]([C:29]3[CH:30]=[CH:31][C:32]([F:36])=[C:33]([F:35])[CH:34]=3)[CH2:27]2)[C:8]2[N:13]=[N:12][N:11]([C@H:14]3[C@H:18]([OH:19])[C@H:17]([OH:20])[C@@H:16]([O:21][CH2:22][CH2:23][OH:24])[CH2:15]3)[C:9]=2[N:10]=1.CC(C)=O.[C:41]([OH:48])(=[O:47])[CH2:42][CH2:43][C:44]([OH:46])=[O:45], predict the reaction product. The product is: [CH3:1][CH2:2][CH2:3][S:4][C:5]1[N:6]=[C:7]([NH:25][C@H:26]2[C@H:28]([C:29]3[CH:30]=[CH:31][C:32]([F:36])=[C:33]([F:35])[CH:34]=3)[CH2:27]2)[C:8]2[N:13]=[N:12][N:11]([C@H:14]3[C@H:18]([OH:19])[C@H:17]([OH:20])[C@@H:16]([O:21][CH2:22][CH2:23][OH:24])[CH2:15]3)[C:9]=2[N:10]=1.[C:41]([O-:48])(=[O:47])[CH2:42][CH2:43][C:44]([O-:46])=[O:45]. (2) Given the reactants [NH2:1][NH:2][C:3]([NH2:5])=[S:4].[C:6]([C:8]([CH3:13])([CH3:12])[C:9](O)=O)#[N:7].O=P(Cl)(Cl)Cl, predict the reaction product. The product is: [NH2:5][C:3]1[S:4][C:9]([C:8]([CH3:13])([CH3:12])[C:6]#[N:7])=[N:1][N:2]=1.